Dataset: Peptide-MHC class I binding affinity with 185,985 pairs from IEDB/IMGT. Task: Regression. Given a peptide amino acid sequence and an MHC pseudo amino acid sequence, predict their binding affinity value. This is MHC class I binding data. The peptide sequence is GPSVASRAL. The MHC is HLA-B44:02 with pseudo-sequence HLA-B44:02. The binding affinity (normalized) is 0.213.